Dataset: Reaction yield outcomes from USPTO patents with 853,638 reactions. Task: Predict the reaction yield, written as a fraction of the theoretical maximum amount of product (1.0 means a 100% yield; for example, 0.34 means a 34% yield). (1) The reactants are [F:1][C:2]1[CH:7]=[CH:6][C:5]([S:8]([N:11]2[C:20]3[C:15](=[CH:16][C:17]([C:21]([OH:30])([C:26]([F:29])([F:28])[F:27])[C:22]([F:25])([F:24])[F:23])=[CH:18][CH:19]=3)[CH2:14][CH2:13][C@H:12]2[CH2:31][C:32]([OH:34])=O)(=[O:10])=[O:9])=[CH:4][CH:3]=1.[CH3:35][CH2:36]N(C(C)C)C(C)C.F[P-](F)(F)(F)(F)F.N1(O[P+](N(C)C)(N(C)C)N(C)C)C2C=CC=CC=2N=N1.C([Mg]Br)#C. The catalyst is CN(C=O)C.C(OCC)(=O)C.CCOCC. The product is [F:1][C:2]1[CH:3]=[CH:4][C:5]([S:8]([N:11]2[C:20]3[C:15](=[CH:16][C:17]([C:21]([OH:30])([C:22]([F:23])([F:25])[F:24])[C:26]([F:29])([F:28])[F:27])=[CH:18][CH:19]=3)[CH2:14][CH2:13][C@H:12]2[CH2:31][C:32](=[O:34])[C:35]#[CH:36])(=[O:10])=[O:9])=[CH:6][CH:7]=1. The yield is 0.740. (2) The product is [Cl:1][C:2]1[NH:10][C:9]2[C:8](=[O:11])[N:7]([CH2:12][CH2:13][CH2:14][C:15]3[O:17][N:35]=[C:28]([CH2:29][C:30]4[CH:34]=[CH:33][S:32][CH:31]=4)[N:27]=3)[C:6](=[O:20])[N:5]([CH2:21][CH2:22][CH2:23][CH2:24][CH3:25])[C:4]=2[N:3]=1. The reactants are [Cl:1][C:2]1[NH:10][C:9]2[C:8](=[O:11])[N:7]([CH2:12][CH2:13][CH2:14][C:15]([O:17]CC)=O)[C:6](=[O:20])[N:5]([CH2:21][CH2:22][CH2:23][CH2:24][CH3:25])[C:4]=2[N:3]=1.O[NH:27][C:28](=[NH:35])[CH2:29][C:30]1[CH:34]=[CH:33][S:32][CH:31]=1.CC[O-].[Na+]. The yield is 0.310. The catalyst is CCO. (3) The reactants are [CH3:1][N:2]1[C:6]([C:7](=[O:21])[NH:8][CH2:9][CH2:10][C:11]2[N:15]([CH3:16])[C:14]3[CH:17]=[CH:18][CH:19]=[CH:20][C:13]=3[N:12]=2)=[C:5]([C:22]([O:24]CC)=[O:23])[CH:4]=[N:3]1.[Li+].[OH-].Cl. The catalyst is C1COCC1.C(O)C. The product is [CH3:1][N:2]1[C:6]([C:7](=[O:21])[NH:8][CH2:9][CH2:10][C:11]2[N:15]([CH3:16])[C:14]3[CH:17]=[CH:18][CH:19]=[CH:20][C:13]=3[N:12]=2)=[C:5]([C:22]([OH:24])=[O:23])[CH:4]=[N:3]1. The yield is 0.743. (4) The reactants are [C:1](=[O:4])([O-])[O-].[K+].[K+].CS(N)(=O)=O.[Br:12][C:13]1[CH:25]=[CH:24][C:23]2[C:22]3[C:17](=[CH:18][C:19]([Br:26])=[CH:20][CH:21]=3)[C:16]3([CH2:30][CH:29]=C[CH2:27]3)[C:15]=2[CH:14]=1.S([O-])([O-])=[O:32].[Na+].[Na+]. The catalyst is CCOC(C)=O.C([Fe-3](C#N)(C#N)(C#N)(C#N)C#N)#N.O.O.[O-][Os]([O-])(=O)=O.[K+].[K+].C([C@H]1CN2CC[C@H]1C[C@@H]2[C@H](C1C2C(=CC=C(OC)C=2)N=CC=1)OC1C2C(=CC=CC=2)C(O[C@H]([C@H]2C[C@@H]3CCN2C[C@@H]3CC)C2C3C(=CC=C(OC)C=3)N=CC=2)=NN=1)C.C(O)(C)(C)C.O. The product is [Br:12][C:13]1[CH:25]=[CH:24][C:23]2[C:22]3[C:17](=[CH:18][C:19]([Br:26])=[CH:20][CH:21]=3)[C:16]3([CH2:30][C@@H:29]([OH:32])[C@@H:1]([OH:4])[CH2:27]3)[C:15]=2[CH:14]=1. The yield is 0.917. (5) The reactants are O.[OH-].[Li+].[CH3:4][C:5]1[CH:6]=[CH:7][C:8]([C:11]2[N:15]([C:16]3[CH:21]=[N:20][CH:19]=[CH:18][N:17]=3)[N:14]=[C:13]([C:22]([O:24]CC)=[O:23])[CH:12]=2)=[N:9][CH:10]=1.C(O)C.Cl. The catalyst is O1CCCC1.CO.C(Cl)(Cl)Cl.O. The product is [CH3:4][C:5]1[CH:6]=[CH:7][C:8]([C:11]2[N:15]([C:16]3[CH:21]=[N:20][CH:19]=[CH:18][N:17]=3)[N:14]=[C:13]([C:22]([OH:24])=[O:23])[CH:12]=2)=[N:9][CH:10]=1. The yield is 0.980.